The task is: Predict the product of the given reaction.. This data is from Forward reaction prediction with 1.9M reactions from USPTO patents (1976-2016). (1) Given the reactants [CH3:1][O:2][C:3]1[CH:4]=[C:5]2[C:9](=[CH:10][CH:11]=1)[NH:8][C:7](=[O:12])[CH2:6]2.[O:13]=[C:14]1[C:19]2=[CH:20][NH:21][C:22]([CH:23]=O)=[C:18]2[CH2:17][CH2:16][O:15]1, predict the reaction product. The product is: [CH3:1][O:2][C:3]1[CH:4]=[C:5]2[C:9](=[CH:10][CH:11]=1)[NH:8][C:7](=[O:12])[C:6]2=[CH:23][C:22]1[NH:21][CH:20]=[C:19]2[C:14](=[O:13])[O:15][CH2:16][CH2:17][C:18]=12. (2) Given the reactants [NH2:1][C:2]1[C:7]([NH2:8])=[C:6]([C:9]2[CH:14]=[CH:13][C:12]([CH2:15][NH:16]C(=O)[O-])=[C:11]([F:20])[CH:10]=2)[CH:5]=[CH:4][N:3]=1.[CH3:21][O:22][C:23]1[CH:24]=[C:25]([CH:28]=[CH:29][CH:30]=1)[CH:26]=O, predict the reaction product. The product is: [F:20][C:11]1[CH:10]=[C:9]([C:6]2[CH:5]=[CH:4][N:3]=[C:2]3[NH:1][C:26]([C:25]4[CH:28]=[CH:29][CH:30]=[C:23]([O:22][CH3:21])[CH:24]=4)=[N:8][C:7]=23)[CH:14]=[CH:13][C:12]=1[CH2:15][NH2:16]. (3) The product is: [F:1][C:2]1[CH:3]=[CH:4][C:5]([CH2:8][C:9]2[CH:18]=[C:17]3[C:12]([C:13]([OH:32])=[C:14]([C:28]([NH:37][CH2:36][CH2:35][O:34][CH3:33])=[O:29])[C:15](=[O:27])[N:16]3[C:19]3[CH:20]=[CH:21][C:22]([O:25][CH3:26])=[CH:23][CH:24]=3)=[N:11][CH:10]=2)=[CH:6][CH:7]=1. Given the reactants [F:1][C:2]1[CH:7]=[CH:6][C:5]([CH2:8][C:9]2[CH:18]=[C:17]3[C:12]([C:13]([OH:32])=[C:14]([C:28](OC)=[O:29])[C:15](=[O:27])[N:16]3[C:19]3[CH:24]=[CH:23][C:22]([O:25][CH3:26])=[CH:21][CH:20]=3)=[N:11][CH:10]=2)=[CH:4][CH:3]=1.[CH3:33][O:34][CH2:35][CH2:36][NH2:37], predict the reaction product. (4) Given the reactants [Cl:1][C:2]1[CH:17]=[CH:16][C:5]2[N:6]=[C:7]([N:9]3[CH2:15][CH2:14][CH2:13][NH:12][CH2:11][CH2:10]3)[S:8][C:4]=2[CH:3]=1.C([O:22][C:23]([CH:25]1[CH2:30][CH2:29][O:28][CH2:27][CH2:26]1)=O)(C)(C)C.CN(C)CCCN=C=NCC.ON1C2C=CC=CC=2N=N1.C(N(CC)C(C)C)(C)C, predict the reaction product. The product is: [Cl:1][C:2]1[CH:17]=[CH:16][C:5]2[N:6]=[C:7]([N:9]3[CH2:15][CH2:14][CH2:13][N:12]([C:23]([CH:25]4[CH2:30][CH2:29][O:28][CH2:27][CH2:26]4)=[O:22])[CH2:11][CH2:10]3)[S:8][C:4]=2[CH:3]=1. (5) Given the reactants [Cl:1][C:2]1[C:7]([Cl:8])=CC(CCl)=C[N:3]=1.[CH3:11][S-:12].[Na+].[CH2:14]1[CH2:18]O[CH2:16][CH2:15]1, predict the reaction product. The product is: [Cl:1][C:2]1[C:7]([Cl:8])=[C:14]([CH3:18])[C:15]([S:12][CH3:11])=[CH:16][N:3]=1.